Dataset: Peptide-MHC class I binding affinity with 185,985 pairs from IEDB/IMGT. Task: Regression. Given a peptide amino acid sequence and an MHC pseudo amino acid sequence, predict their binding affinity value. This is MHC class I binding data. (1) The peptide sequence is RGRGVAIHR. The MHC is HLA-B08:01 with pseudo-sequence HLA-B08:01. The binding affinity (normalized) is 0.0847. (2) The peptide sequence is AYISSEATTPV. The MHC is Patr-A0901 with pseudo-sequence Patr-A0901. The binding affinity (normalized) is 0.906. (3) The peptide sequence is FSSCPVAY. The MHC is HLA-A25:01 with pseudo-sequence HLA-A25:01. The binding affinity (normalized) is 0.0847. (4) The peptide sequence is LPESLETLML. The MHC is HLA-B51:01 with pseudo-sequence HLA-B51:01. The binding affinity (normalized) is 0.0418. (5) The peptide sequence is MEFNSLLAI. The MHC is HLA-B40:01 with pseudo-sequence HLA-B40:01. The binding affinity (normalized) is 0.824. (6) The peptide sequence is TYPVLEEMF. The MHC is HLA-A24:02 with pseudo-sequence HLA-A24:02. The binding affinity (normalized) is 0.916. (7) The peptide sequence is NTSTCFQEY. The MHC is HLA-A01:01 with pseudo-sequence HLA-A01:01. The binding affinity (normalized) is 0.683. (8) The peptide sequence is AMFIGHATA. The MHC is HLA-A24:03 with pseudo-sequence HLA-A24:03. The binding affinity (normalized) is 0.0847. (9) The peptide sequence is YTYGAGSYF. The MHC is HLA-B07:02 with pseudo-sequence HLA-B07:02. The binding affinity (normalized) is 0.213. (10) The peptide sequence is NRWKSWFSY. The MHC is HLA-B07:02 with pseudo-sequence HLA-B07:02. The binding affinity (normalized) is 0.0847.